The task is: Predict the reaction yield, written as a fraction of the theoretical maximum amount of product (1.0 means a 100% yield; for example, 0.34 means a 34% yield).. This data is from Reaction yield outcomes from USPTO patents with 853,638 reactions. (1) The reactants are [O:1]1[C:3]2([CH2:8][CH2:7][N:6]([C:9]([O:11][C:12]([CH3:15])([CH3:14])[CH3:13])=[O:10])[CH2:5][CH2:4]2)[CH2:2]1.[CH3:16][NH:17][CH3:18]. No catalyst specified. The product is [C:12]([O:11][C:9]([N:6]1[CH2:7][CH2:8][C:3]([CH2:2][N:17]([CH3:18])[CH3:16])([OH:1])[CH2:4][CH2:5]1)=[O:10])([CH3:15])([CH3:14])[CH3:13]. The yield is 0.830. (2) The reactants are COC[O:4][C:5]1[C:6]([C:16](=[O:18])[CH3:17])=[N:7][C:8]([CH2:11][C:12]([CH3:15])([CH3:14])[CH3:13])=[CH:9][CH:10]=1.CC(O)C.C1COCC1. The catalyst is Cl. The product is [OH:4][C:5]1[C:6]([C:16](=[O:18])[CH3:17])=[N:7][C:8]([CH2:11][C:12]([CH3:13])([CH3:14])[CH3:15])=[CH:9][CH:10]=1. The yield is 0.640. (3) The reactants are [F:1][C:2]1[CH:7]=[C:6]([C:8]([F:11])([F:10])[F:9])[CH:5]=[CH:4][C:3]=1[C:12]1[C:21]2[CH2:20][CH2:19][CH2:18][CH:17]([CH2:22][C:23]([NH:25][CH3:26])=[O:24])[C:16]=2[CH:15]=[N:14][CH:13]=1.[CH3:27][O:28][CH2:29]CN. No catalyst specified. The product is [F:1][C:2]1[CH:7]=[C:6]([C:8]([F:9])([F:11])[F:10])[CH:5]=[CH:4][C:3]=1[C:12]1[C:21]2[CH2:20][CH2:19][CH2:18][CH:17]([CH2:22][C:23]([NH:25][CH2:26][CH2:27][O:28][CH3:29])=[O:24])[C:16]=2[CH:15]=[N:14][CH:13]=1. The yield is 0.590. (4) The reactants are [CH3:1][O:2][C:3](=[O:15])[C:4](=[N+]=[N-])[C:5]1[CH:10]=[CH:9][C:8]([Cl:11])=[C:7]([Cl:12])[CH:6]=1.[CH:16]1([SH:21])[CH2:20][CH2:19][CH2:18][CH2:17]1.O. The catalyst is ClCCl.CC(O)=O.CC(O)=O.CC(O)=O.CC(O)=O.[Rh].[Rh]. The product is [CH3:1][O:2][C:3](=[O:15])[CH:4]([S:21][CH:16]1[CH2:20][CH2:19][CH2:18][CH2:17]1)[C:5]1[CH:10]=[CH:9][C:8]([Cl:11])=[C:7]([Cl:12])[CH:6]=1. The yield is 0.590.